Predict which catalyst facilitates the given reaction. From a dataset of Catalyst prediction with 721,799 reactions and 888 catalyst types from USPTO. (1) Reactant: [Br:1][C:2]1[C:3]([O:11][CH3:12])=[CH:4][C:5](F)=[C:6]([CH:9]=1)[CH:7]=O.C(=O)(O)O.[NH2:17][C:18]([NH2:20])=[NH:19]. Product: [NH2:20][C:18]1[N:19]=[CH:7][C:6]2[C:5](=[CH:4][C:3]([O:11][CH3:12])=[C:2]([Br:1])[CH:9]=2)[N:17]=1. The catalyst class is: 44. (2) Reactant: [F:1][C:2]1[C:7]([CH:8]2[CH2:13][CH2:12][CH2:11][CH2:10][N:9]2[C:14]([O:16]C(C)(C)C)=O)=[CH:6][CH:5]=[CH:4][N:3]=1.[C:21](O)(C(F)(F)F)=O.C(OC(=O)C)(=O)C. Product: [F:1][C:2]1[C:7]([CH:8]2[CH2:13][CH2:12][CH2:11][CH2:10][N:9]2[C:14](=[O:16])[CH3:21])=[CH:6][CH:5]=[CH:4][N:3]=1. The catalyst class is: 2. (3) The catalyst class is: 4. Reactant: [C:1]([CH2:4][CH:5]1[C:9]2[C:10]([C:16]([NH:18][C:19]3[C:24]([Cl:25])=[CH:23][N:22]=[CH:21][C:20]=3[Cl:26])=[O:17])=[CH:11][CH:12]=[C:13]([O:14][CH3:15])[C:8]=2[O:7][CH2:6]1)([OH:3])=[O:2].S(Cl)(Cl)=O. Product: [CH2:5]([O:2][C:1]([CH2:4][CH:5]1[C:9]2[C:10]([C:16]([NH:18][C:19]3[C:24]([Cl:25])=[CH:23][N:22]=[CH:21][C:20]=3[Cl:26])=[O:17])=[CH:11][CH:12]=[C:13]([O:14][CH3:15])[C:8]=2[O:7][CH2:6]1)=[O:3])[C:9]1[CH:10]=[CH:11][CH:12]=[CH:13][CH:8]=1. (4) Reactant: Br[C:2]1[CH:11]=[CH:10][C:5]([C:6]([NH:8][CH3:9])=[O:7])=[C:4]([F:12])[CH:3]=1.B1(C=C)O[C:16](C)(C)[C:15](C)(C)O1.C(=O)([O-])[O-].[Na+].[Na+]. Product: [F:12][C:4]1[CH:3]=[C:2]([CH:15]=[CH2:16])[CH:11]=[CH:10][C:5]=1[C:6]([NH:8][CH3:9])=[O:7]. The catalyst class is: 57.